This data is from NCI-60 drug combinations with 297,098 pairs across 59 cell lines. The task is: Regression. Given two drug SMILES strings and cell line genomic features, predict the synergy score measuring deviation from expected non-interaction effect. (1) Drug 2: C(CC(=O)O)C(=O)CN.Cl. Synergy scores: CSS=48.9, Synergy_ZIP=3.19, Synergy_Bliss=4.37, Synergy_Loewe=-26.3, Synergy_HSA=4.28. Drug 1: COC1=C(C=C2C(=C1)N=CN=C2NC3=CC(=C(C=C3)F)Cl)OCCCN4CCOCC4. Cell line: ACHN. (2) Synergy scores: CSS=34.1, Synergy_ZIP=-0.187, Synergy_Bliss=-0.885, Synergy_Loewe=-15.2, Synergy_HSA=-0.399. Drug 2: C1CNP(=O)(OC1)N(CCCl)CCCl. Cell line: OVCAR-5. Drug 1: CC12CCC3C(C1CCC2=O)CC(=C)C4=CC(=O)C=CC34C. (3) Drug 1: C1C(C(OC1N2C=NC3=C(N=C(N=C32)Cl)N)CO)O. Drug 2: CC1C(C(CC(O1)OC2CC(CC3=C2C(=C4C(=C3O)C(=O)C5=CC=CC=C5C4=O)O)(C(=O)C)O)N)O. Cell line: MCF7. Synergy scores: CSS=42.8, Synergy_ZIP=3.59, Synergy_Bliss=6.39, Synergy_Loewe=-6.41, Synergy_HSA=6.47. (4) Synergy scores: CSS=46.8, Synergy_ZIP=4.92, Synergy_Bliss=7.11, Synergy_Loewe=-10.6, Synergy_HSA=8.65. Drug 2: CC1=C2C(C(=O)C3(C(CC4C(C3C(C(C2(C)C)(CC1OC(=O)C(C(C5=CC=CC=C5)NC(=O)OC(C)(C)C)O)O)OC(=O)C6=CC=CC=C6)(CO4)OC(=O)C)O)C)O. Drug 1: CS(=O)(=O)C1=CC(=C(C=C1)C(=O)NC2=CC(=C(C=C2)Cl)C3=CC=CC=N3)Cl. Cell line: EKVX. (5) Drug 1: COC1=CC(=CC(=C1O)OC)C2C3C(COC3=O)C(C4=CC5=C(C=C24)OCO5)OC6C(C(C7C(O6)COC(O7)C8=CC=CS8)O)O. Drug 2: C1=NC(=NC(=O)N1C2C(C(C(O2)CO)O)O)N. Cell line: TK-10. Synergy scores: CSS=17.0, Synergy_ZIP=-8.96, Synergy_Bliss=-1.47, Synergy_Loewe=-7.41, Synergy_HSA=-1.92. (6) Drug 1: CC1C(C(CC(O1)OC2CC(OC(C2O)C)OC3=CC4=CC5=C(C(=O)C(C(C5)C(C(=O)C(C(C)O)O)OC)OC6CC(C(C(O6)C)O)OC7CC(C(C(O7)C)O)OC8CC(C(C(O8)C)O)(C)O)C(=C4C(=C3C)O)O)O)O. Drug 2: COC1=C2C(=CC3=C1OC=C3)C=CC(=O)O2. Cell line: CCRF-CEM. Synergy scores: CSS=22.1, Synergy_ZIP=1.26, Synergy_Bliss=-0.381, Synergy_Loewe=-25.0, Synergy_HSA=-3.35.